Task: Binary Classification. Given a T-cell receptor sequence (or CDR3 region) and an epitope sequence, predict whether binding occurs between them.. Dataset: TCR-epitope binding with 47,182 pairs between 192 epitopes and 23,139 TCRs (1) The epitope is HTTDPSFLGRY. The TCR CDR3 sequence is CASSQAYEQETQYF. Result: 1 (the TCR binds to the epitope). (2) The epitope is ATDALMTGY. The TCR CDR3 sequence is CASRLANAGELFF. Result: 0 (the TCR does not bind to the epitope). (3) The epitope is GPGHKARVL. The TCR CDR3 sequence is CASKGREVTEAFF. Result: 0 (the TCR does not bind to the epitope).